Dataset: Forward reaction prediction with 1.9M reactions from USPTO patents (1976-2016). Task: Predict the product of the given reaction. (1) Given the reactants C(OC([N:8]1[C@H:13]([C:14]2[NH:15][C:16]([C:19]3[CH:20]=[C:21]4[C:26](=[CH:27][CH:28]=3)[CH:25]=[C:24]([C:29]3[CH:34]=[CH:33][C:32]([C:35]5[NH:39][C:38]([C@@H:40]6[CH2:45][C@@H:44]7[C@@H:42]([CH2:43]7)[N:41]6C(OC(C)(C)C)=O)=[N:37][CH:36]=5)=[CH:31][CH:30]=3)[CH:23]=[CH:22]4)=[CH:17][N:18]=2)[CH2:12][C@@H:11]2[C@H:9]1[CH2:10]2)=O)(C)(C)C.[C:53]([OH:59])([C:55]([F:58])([F:57])[F:56])=[O:54], predict the reaction product. The product is: [C:53]([OH:59])([C:55]([F:58])([F:57])[F:56])=[O:54].[C@@H:9]12[CH2:10][C@@H:11]1[CH2:12][C@@H:13]([C:14]1[NH:18][CH:17]=[C:16]([C:19]3[CH:20]=[C:21]4[C:26](=[CH:27][CH:28]=3)[CH:25]=[C:24]([C:29]3[CH:34]=[CH:33][C:32]([C:35]5[N:39]=[C:38]([C@@H:40]6[CH2:45][C@@H:44]7[C@@H:42]([CH2:43]7)[NH:41]6)[NH:37][CH:36]=5)=[CH:31][CH:30]=3)[CH:23]=[CH:22]4)[N:15]=1)[NH:8]2. (2) Given the reactants [Si]([O:8][C:9]1[CH:10]=[C:11]([NH:15][C:16]2[C:21]([Cl:22])=[CH:20][N:19]=[C:18](Cl)[N:17]=2)[CH:12]=[CH:13][CH:14]=1)(C(C)(C)C)(C)C.[Br:24][C:25]1[CH:26]=[C:27]([NH:34]C(=O)OC(C)(C)C)[CH:28]=[C:29]([CH2:31][CH2:32][OH:33])[CH:30]=1, predict the reaction product. The product is: [Br:24][C:25]1[CH:26]=[C:27]([NH:34][C:18]2[N:17]=[C:16]([NH:15][C:11]3[CH:10]=[C:9]([OH:8])[CH:14]=[CH:13][CH:12]=3)[C:21]([Cl:22])=[CH:20][N:19]=2)[CH:28]=[C:29]([CH2:31][CH2:32][OH:33])[CH:30]=1. (3) Given the reactants [C:1](=[O:12])([S:9][CH2:10][CH3:11])[O:2][O:3][CH:4](Cl)[CH:5]([CH3:7])[CH3:6].[C:13]([OH:19])(=[O:18])[C:14]([CH3:17])([CH3:16])[CH3:15].C(N(CC)C(C)C)(C)C.O, predict the reaction product. The product is: [C:1](=[O:12])([S:9][CH2:10][CH3:11])[O:2][O:3][CH:4]([O:19][C:13](=[O:18])[C:14]([CH3:17])([CH3:16])[CH3:15])[CH:5]([CH3:7])[CH3:6]. (4) Given the reactants [OH:1][CH2:2][C:3]1[O:4][CH:5]=[C:6]([OH:10])[C:7](=[O:9])[CH:8]=1.C(N([CH2:16][CH3:17])CC)C.[C:18](O[C:18](=[O:21])[CH2:19][CH3:20])(=[O:21])[CH2:19][CH3:20].[C:27](OCC)(=[O:29])C, predict the reaction product. The product is: [C:18]([O:10][C:6]1[C:7](=[O:9])[CH:8]=[C:3]([CH2:2][O:1][C:27](=[O:29])[CH2:16][CH3:17])[O:4][CH:5]=1)(=[O:21])[CH2:19][CH3:20].